Task: Binary Classification. Given a T-cell receptor sequence (or CDR3 region) and an epitope sequence, predict whether binding occurs between them.. Dataset: TCR-epitope binding with 47,182 pairs between 192 epitopes and 23,139 TCRs (1) The epitope is GVAMPNLYK. The TCR CDR3 sequence is CASSLVLAGGREQFF. Result: 0 (the TCR does not bind to the epitope). (2) The epitope is GTSGSPIVNR. The TCR CDR3 sequence is CASSPLPRLAGEETQYF. Result: 0 (the TCR does not bind to the epitope). (3) The epitope is MPASWVMRI. The TCR CDR3 sequence is CASSPPGTPNEQYF. Result: 1 (the TCR binds to the epitope). (4) The epitope is IYSKHTPINL. The TCR CDR3 sequence is CASSSIAGQGISETQYF. Result: 0 (the TCR does not bind to the epitope).